This data is from Full USPTO retrosynthesis dataset with 1.9M reactions from patents (1976-2016). The task is: Predict the reactants needed to synthesize the given product. (1) Given the product [F:10][C:7]1[CH:8]=[CH:9][C:4]([C:2](=[O:3])[CH3:1])=[CH:5][C:6]=1[B:12]1[O:16][C:15]([CH3:18])([CH3:17])[C:14]([CH3:20])([CH3:19])[O:13]1, predict the reactants needed to synthesize it. The reactants are: [CH3:1][C:2]([C:4]1[CH:9]=[CH:8][C:7]([F:10])=[C:6](Br)[CH:5]=1)=[O:3].[B:12]1([B:12]2[O:16][C:15]([CH3:18])([CH3:17])[C:14]([CH3:20])([CH3:19])[O:13]2)[O:16][C:15]([CH3:18])([CH3:17])[C:14]([CH3:20])([CH3:19])[O:13]1.C([O-])(=O)C.[K+]. (2) Given the product [Si:16]([O:23][CH2:24][C:25]1[CH:26]=[C:27]([C:9]2[CH:8]=[C:7]3[C:12](=[CH:11][CH:10]=2)[CH:13]=[CH:14][C:15]2[CH:2]=[CH:3][CH:4]=[CH:5][C:6]3=2)[CH:28]=[C:29]([CH2:31][O:32][Si:33]([C:36]([CH3:39])([CH3:38])[CH3:37])([CH3:35])[CH3:34])[CH:30]=1)([C:19]([CH3:22])([CH3:21])[CH3:20])([CH3:18])[CH3:17], predict the reactants needed to synthesize it. The reactants are: I[C:2]1[C:15]2[CH:14]=[CH:13][C:12]3[C:7](=[CH:8][CH:9]=[CH:10][CH:11]=3)[C:6]=2[CH:5]=[CH:4][CH:3]=1.[Si:16]([O:23][CH2:24][C:25]1[CH:26]=[C:27](B(O)O)[CH:28]=[C:29]([CH2:31][O:32][Si:33]([C:36]([CH3:39])([CH3:38])[CH3:37])([CH3:35])[CH3:34])[CH:30]=1)([C:19]([CH3:22])([CH3:21])[CH3:20])([CH3:18])[CH3:17].[OH-].[Na+].CCOC(C)=O. (3) The reactants are: [NH2:1][C@@H:2]([CH2:8][C@H:9]([CH2:13][O:14][CH2:15][C:16]1[CH:21]=[CH:20][CH:19]=[CH:18][CH:17]=1)[CH:10]([CH3:12])[CH3:11])[C:3]([O:5][CH2:6][CH3:7])=[O:4].CCN(CC)CC.[CH3:29][C:30]([O:33][C:34](O[C:34]([O:33][C:30]([CH3:32])([CH3:31])[CH3:29])=[O:35])=[O:35])([CH3:32])[CH3:31]. Given the product [CH2:15]([O:14][CH2:13][C@H:9]([CH:10]([CH3:12])[CH3:11])[CH2:8][C@H:2]([NH:1][C:34]([O:33][C:30]([CH3:32])([CH3:31])[CH3:29])=[O:35])[C:3]([O:5][CH2:6][CH3:7])=[O:4])[C:16]1[CH:17]=[CH:18][CH:19]=[CH:20][CH:21]=1, predict the reactants needed to synthesize it. (4) The reactants are: Br[C:2]1[CH:3]=[C:4]([C:9]([O:11][C:12]([CH3:15])(C)C)=[O:10])[CH:5]=[N:6][C:7]=1Cl.[CH:16]([B-](F)(F)F)=[CH2:17].[K+].[CH:23]1C=C(S([O-])(=O)=O)C=C(P(C2C=CC=C(S([O-])(=O)=O)C=2)C2C=CC=C(S([O-])(=O)=O)C=2)[CH:24]=1.[Na+].[Na+].[Na+].[CH:57](NC(C)C)(C)[CH3:58].C(=O)(O)[O-].[Na+]. Given the product [CH:23]([C:2]1[CH:3]=[C:4]([C:9]([O:11][CH2:12][CH2:15][CH2:16][CH3:17])=[O:10])[CH:5]=[N:6][C:7]=1[CH:57]=[CH2:58])=[CH2:24], predict the reactants needed to synthesize it. (5) The reactants are: [CH2:1]([N:5]1[CH2:10][CH2:9][C:8](=[C:11]([C:25]2[CH:30]=[CH:29][CH:28]=[CH:27][C:26]=2[NH:31][CH2:32][CH3:33])[C:12]2[CH:24]=[CH:23][C:15]([C:16]([N:18]([CH2:21][CH3:22])[CH2:19][CH3:20])=[O:17])=[CH:14][CH:13]=2)[CH2:7][CH2:6]1)[CH2:2][CH2:3][CH3:4].NC1C=CC=CC=1C(=C1CCN(CC2C=NC=CC=2)CC1)C1C=CC([C:46]([N:48](CC)[CH2:49]C)=O)=CC=1.[BH-](OC(C)=O)(OC(C)=O)OC(C)=O.[Na+]. Given the product [CH2:21]([N:18]([CH2:19][CH3:20])[C:16](=[O:17])[C:15]1[CH:23]=[CH:24][C:12]([C:11]([C:25]2[CH:30]=[CH:29][CH:28]=[CH:27][C:26]=2[NH:31][CH2:32][CH3:33])=[C:8]2[CH2:9][CH2:10][N:5]([CH2:1][C:2]3[CH:46]=[N:48][CH:49]=[CH:4][CH:3]=3)[CH2:6][CH2:7]2)=[CH:13][CH:14]=1)[CH3:22], predict the reactants needed to synthesize it. (6) The reactants are: CS(C)=O.C(Cl)(=O)C(Cl)=O.[OH:11][CH2:12][C:13]1([CH2:26][O:27][CH3:28])[CH2:18][CH2:17][N:16]([C:19]([O:21][C:22]([CH3:25])([CH3:24])[CH3:23])=[O:20])[CH2:15][CH2:14]1.C(N(CC)CC)C.Cl. Given the product [CH:12]([C:13]1([CH2:26][O:27][CH3:28])[CH2:18][CH2:17][N:16]([C:19]([O:21][C:22]([CH3:23])([CH3:24])[CH3:25])=[O:20])[CH2:15][CH2:14]1)=[O:11], predict the reactants needed to synthesize it. (7) The reactants are: Br[C:2]1[C:7]2[C:8](=[O:24])[N:9]3[CH2:16][CH2:15][N:14]([C:17]([O:19][C:20]([CH3:23])([CH3:22])[CH3:21])=[O:18])[CH2:13][CH:10]3[CH2:11][O:12][C:6]=2[CH:5]=[CH:4][CH:3]=1.[CH:25]1(B(O)O)[CH2:27][CH2:26]1.C(=O)([O-])[O-].[K+].[K+].O. Given the product [CH:25]1([C:2]2[C:7]3[C:8](=[O:24])[N:9]4[CH2:16][CH2:15][N:14]([C:17]([O:19][C:20]([CH3:23])([CH3:22])[CH3:21])=[O:18])[CH2:13][CH:10]4[CH2:11][O:12][C:6]=3[CH:5]=[CH:4][CH:3]=2)[CH2:27][CH2:26]1, predict the reactants needed to synthesize it. (8) Given the product [C:22]1([C@H:28]([NH2:30])[CH3:29])[CH:27]=[CH:26][CH:25]=[CH:24][CH:23]=1.[Cl:1][C:2]1[CH:3]=[C:4]([Cl:21])[C:5]2[O:10][C@H:9]([CH:11]([CH3:13])[CH3:12])[C:8](=[O:14])[N:7]([CH2:15][CH2:16][C:17]([OH:19])=[O:18])[C:6]=2[CH:20]=1, predict the reactants needed to synthesize it. The reactants are: [Cl:1][C:2]1[CH:3]=[C:4]([Cl:21])[C:5]2[O:10][C@H:9]([CH:11]([CH3:13])[CH3:12])[C:8](=[O:14])[N:7]([CH2:15][CH2:16][C:17]([OH:19])=[O:18])[C:6]=2[CH:20]=1.[C:22]1([C@H:28]([NH2:30])[CH3:29])[CH:27]=[CH:26][CH:25]=[CH:24][CH:23]=1. (9) Given the product [CH3:20][O:21][C:22](=[O:29])[C@H:23]([CH2:25][CH:26]([CH3:28])[CH3:27])[NH:24][C:16](=[O:18])[C@H:14]([CH3:15])[NH:13][C:11](=[O:12])[CH2:10][C:6]1[CH:7]=[CH:8][CH:9]=[C:4]([N+:1]([O-:3])=[O:2])[CH:5]=1, predict the reactants needed to synthesize it. The reactants are: [N+:1]([C:4]1[CH:5]=[C:6]([CH2:10][C:11]([NH:13][C@H:14]([C:16]([OH:18])=O)[CH3:15])=[O:12])[CH:7]=[CH:8][CH:9]=1)([O-:3])=[O:2].Cl.[CH3:20][O:21][C:22](=[O:29])[C@H:23]([CH2:25][CH:26]([CH3:28])[CH3:27])[NH2:24].